Dataset: Reaction yield outcomes from USPTO patents with 853,638 reactions. Task: Predict the reaction yield, written as a fraction of the theoretical maximum amount of product (1.0 means a 100% yield; for example, 0.34 means a 34% yield). (1) The reactants are [Br:1][C:2]1[C:3]([O:11][CH2:12][CH2:13][CH3:14])=[N:4][CH:5]=[C:6]([CH:10]=1)[C:7](O)=[O:8].BrC1C(Cl)=NC=C(C=1)C(O)=O.C(O)CC.C([O-])([O-])=O.[Cs+].[Cs+].Cl. The catalyst is C(Cl)Cl.O. The yield is 0.930. The product is [Br:1][C:2]1[CH:10]=[C:6]([CH2:7][OH:8])[CH:5]=[N:4][C:3]=1[O:11][CH2:12][CH2:13][CH3:14]. (2) The yield is 0.920. No catalyst specified. The product is [CH3:1][O:2][C:3](=[O:33])[C:4]1[CH:9]=[CH:8][C:7]([CH2:10][N:11]2[CH:15]=[C:14]([C:16]3[CH:21]=[CH:20][C:19]([Cl:22])=[CH:18][C:17]=3[Cl:23])[N:13]=[C:12]2/[CH:24]=[CH:25]/[C:26]2[CH:27]=[CH:28][C:29]([NH:32][S:42]([C:38]3[CH:39]=[CH:40][CH:41]=[C:36]([C:35]([F:34])([F:46])[F:47])[CH:37]=3)(=[O:44])=[O:43])=[CH:30][CH:31]=2)=[CH:6][CH:5]=1. The reactants are [CH3:1][O:2][C:3](=[O:33])[C:4]1[CH:9]=[CH:8][C:7]([CH2:10][N:11]2[CH:15]=[C:14]([C:16]3[CH:21]=[CH:20][C:19]([Cl:22])=[CH:18][C:17]=3[Cl:23])[N:13]=[C:12]2/[CH:24]=[CH:25]/[C:26]2[CH:31]=[CH:30][C:29]([NH2:32])=[CH:28][CH:27]=2)=[CH:6][CH:5]=1.[F:34][C:35]([F:47])([F:46])[C:36]1[CH:37]=[C:38]([S:42](Cl)(=[O:44])=[O:43])[CH:39]=[CH:40][CH:41]=1. (3) The reactants are [F:1][C:2]1[CH:7]=[CH:6][C:5](I)=[CH:4][CH:3]=1.C([Li])CCC.[CH2:14]([O:21][C:22]1[C:31]2[N:30]=[CH:29][CH:28]=[CH:27][C:26]=2[C:25]([S:32](F)(=[O:34])=[O:33])=[CH:24][CH:23]=1)[C:15]1[CH:20]=[CH:19][CH:18]=[CH:17][CH:16]=1.CO. The catalyst is C1COCC1. The product is [CH2:14]([O:21][C:22]1[CH:23]=[CH:24][C:25]([S:32]([C:5]2[CH:6]=[CH:7][C:2]([F:1])=[CH:3][CH:4]=2)(=[O:34])=[O:33])=[C:26]2[C:31]=1[N:30]=[CH:29][CH:28]=[CH:27]2)[C:15]1[CH:20]=[CH:19][CH:18]=[CH:17][CH:16]=1. The yield is 0.548. (4) The product is [F:1][C:2]1[CH:3]=[C:4]([CH:5]=[CH:6][CH:7]=1)[CH2:8][CH:9]([NH:10][C:11]([C:13]1[CH:22]=[N:21][C:20]2[C:19](=[CH:18][CH:17]=[CH:16][CH:15]=2)[N:14]=1)=[O:12])[CH:23]([OH:27])[CH2:24][CH:25]([C:26]1[NH:10][CH:11]=[CH:13][N:14]=1)[CH2:29][CH2:30][C:31]([OH:34])([CH3:33])[CH3:32]. The reactants are [F:1][C:2]1[CH:3]=[C:4]([CH2:8][CH:9]([CH:23]2[O:27][C:26](=O)[CH:25]([CH2:29][CH2:30][C:31]([O:34]C(=O)C(F)(F)F)([CH3:33])[CH3:32])[CH2:24]2)[NH:10][C:11]([C:13]2[CH:22]=[N:21][C:20]3[C:15](=[CH:16][CH:17]=[CH:18][CH:19]=3)[N:14]=2)=[O:12])[CH:5]=[CH:6][CH:7]=1. The yield is 0.910. The catalyst is CO. (5) The reactants are [CH3:1][C:2]1[CH:10]=[C:6]([C:7]([OH:9])=O)[C:5]([OH:11])=[CH:4][CH:3]=1.[CH3:12][O:13][C:14]1[CH:20]=[CH:19][C:18]([C:21]([F:24])([F:23])[F:22])=[CH:17][C:15]=1[NH2:16]. No catalyst specified. The product is [OH:11][C:5]1[CH:4]=[CH:3][C:2]([CH3:1])=[CH:10][C:6]=1[C:7]([NH:16][C:15]1[CH:17]=[C:18]([C:21]([F:23])([F:24])[F:22])[CH:19]=[CH:20][C:14]=1[O:13][CH3:12])=[O:9]. The yield is 0.779. (6) The reactants are [OH:1][CH2:2][C:3]1[CH:11]=[CH:10][C:6]([C:7]([OH:9])=[O:8])=[CH:5][CH:4]=1.C(=O)([O-])[O-].[K+].[K+].Br[CH2:19][CH2:20][CH2:21][CH:22]1[O:26][CH2:25][CH2:24][O:23]1. The catalyst is CN(C=O)C.C(OCC)(=O)C. The product is [OH:1][CH2:2][C:3]1[CH:4]=[CH:5][C:6]([C:7]([O:9][CH2:19][CH2:20][CH2:21][CH:22]2[O:26][CH2:25][CH2:24][O:23]2)=[O:8])=[CH:10][CH:11]=1. The yield is 0.480.